Dataset: Reaction yield outcomes from USPTO patents with 853,638 reactions. Task: Predict the reaction yield, written as a fraction of the theoretical maximum amount of product (1.0 means a 100% yield; for example, 0.34 means a 34% yield). The reactants are Br[C:2]1[CH:29]=[CH:28][C:5]([CH2:6][NH:7][C:8]2[N:16]=[C:15]([NH:17][CH2:18][C:19]([CH3:22])([OH:21])[CH3:20])[N:14]=[C:13]3[C:9]=2[N:10]=[CH:11][N:12]3[CH:23]2[CH2:27][CH2:26][CH2:25][CH2:24]2)=[CH:4][CH:3]=1.[O:30]1[CH:34]=[CH:33][CH:32]=[C:31]1B(O)O.O.O.O.P([O-])([O-])([O-])=O.[K+].[K+].[K+]. The catalyst is [Br-].C([N+](CCCC)(CCCC)CCCC)CCC.CN(C)C=O.O.C([O-])(=O)C.C([O-])(=O)C.[Pd+2]. The product is [CH:23]1([N:12]2[CH:11]=[N:10][C:9]3[C:13]2=[N:14][C:15]([NH:17][CH2:18][C:19]([CH3:22])([OH:21])[CH3:20])=[N:16][C:8]=3[NH:7][CH2:6][C:5]2[CH:28]=[CH:29][C:2]([C:31]3[O:30][CH:34]=[CH:33][CH:32]=3)=[CH:3][CH:4]=2)[CH2:27][CH2:26][CH2:25][CH2:24]1. The yield is 0.800.